Task: Predict the product of the given reaction.. Dataset: Forward reaction prediction with 1.9M reactions from USPTO patents (1976-2016) (1) Given the reactants [CH2:1]([C:7]1[O:8][C:9](I)=[CH:10][CH:11]=1)[CH2:2][CH2:3][CH2:4][CH2:5][CH3:6], predict the reaction product. The product is: [CH2:1]([C:7]1[O:8][C:9]([C:7]2[O:8][CH:9]=[CH:10][CH:11]=2)=[CH:10][CH:11]=1)[CH2:2][CH2:3][CH2:4][CH2:5][CH3:6]. (2) Given the reactants C([O:3][C:4](=[O:20])[C@@H:5]([O:18][CH3:19])[CH2:6][C:7]1[CH:12]=[CH:11][C:10]([O:13][CH2:14][C:15]([OH:17])=O)=[CH:9][CH:8]=1)C.[Cl:21][C:22]1[CH:34]=[CH:33][C:25]([CH2:26][N:27]2[CH2:32][CH2:31][NH:30][CH2:29][CH2:28]2)=[CH:24][CH:23]=1.C(O[C@@H](CC1C=CC(O[C@@H](C(=O)NCCC2C=CC(OC3C=CC=CC=3)=CC=2)C)=CC=1)C(O)=O)C, predict the reaction product. The product is: [Cl:21][C:22]1[CH:34]=[CH:33][C:25]([CH2:26][N:27]2[CH2:32][CH2:31][N:30]([C:15](=[O:17])[CH2:14][O:13][C:10]3[CH:9]=[CH:8][C:7]([CH2:6][C@H:5]([O:18][CH3:19])[C:4]([OH:3])=[O:20])=[CH:12][CH:11]=3)[CH2:29][CH2:28]2)=[CH:24][CH:23]=1. (3) Given the reactants Cl[SiH:2]1[N:6]([C:7]([CH3:10])([CH3:9])[CH3:8])[CH:5]=[CH:4][N:3]1[C:11]([CH3:14])([CH3:13])[CH3:12].[CH:15]1([NH2:21])[CH2:20][CH2:19][CH2:18][CH2:17][CH2:16]1, predict the reaction product. The product is: [CH:15]1([NH:21][SiH:2]2[N:6]([C:7]([CH3:10])([CH3:9])[CH3:8])[CH:5]=[CH:4][N:3]2[C:11]([CH3:14])([CH3:13])[CH3:12])[CH2:20][CH2:19][CH2:18][CH2:17][CH2:16]1.